From a dataset of Reaction yield outcomes from USPTO patents with 853,638 reactions. Predict the reaction yield, written as a fraction of the theoretical maximum amount of product (1.0 means a 100% yield; for example, 0.34 means a 34% yield). (1) The reactants are [CH2:1]([CH:4]1[N:10]2[C:11](=[O:14])[O:12][N:13]=[C:9]2[CH2:8][CH2:7][CH2:6][CH2:5]1)[CH:2]=C.I([O-])(=O)(=O)=[O:16].[Na+]. The catalyst is O1CCOCC1.O.CCCCO.O.[Os](=O)(=O)(=O)=O.[Os](=O)=O. The product is [O:14]=[C:11]1[N:10]2[CH:4]([CH2:1][CH:2]=[O:16])[CH2:5][CH2:6][CH2:7][CH2:8][C:9]2=[N:13][O:12]1. The yield is 0.670. (2) The reactants are [F:1][C:2]1[CH:7]=[C:6]([C:8]2[CH:13]=[CH:12][N:11]=[C:10]3[NH:14][C:15]([C:17]4[CH:18]=[N:19][N:20]([CH3:22])[CH:21]=4)=[N:16][C:9]=23)[CH:5]=[CH:4][C:3]=1[CH2:23][NH2:24].C(P1(=O)OP(CCC)(=O)OP(CCC)(=O)O1)CC.CCN(C(C)C)C(C)C.[C:52]([O:56][C:57]([NH:59][C:60]([C:63]1[O:67][N:66]=[C:65]([C:68](O)=[O:69])[N:64]=1)([CH3:62])[CH3:61])=[O:58])([CH3:55])([CH3:54])[CH3:53]. The catalyst is CN(C)C=O. The product is [F:1][C:2]1[CH:7]=[C:6]([C:8]2[CH:13]=[CH:12][N:11]=[C:10]3[NH:14][C:15]([C:17]4[CH:18]=[N:19][N:20]([CH3:22])[CH:21]=4)=[N:16][C:9]=23)[CH:5]=[CH:4][C:3]=1[CH2:23][NH:24][C:68]([C:65]1[N:64]=[C:63]([C:60]([NH:59][C:57](=[O:58])[O:56][C:52]([CH3:55])([CH3:54])[CH3:53])([CH3:62])[CH3:61])[O:67][N:66]=1)=[O:69]. The yield is 0.610. (3) The reactants are I[C:2]1[C:10]2[C:5](=[CH:6][C:7]([C@H:11]3[C@@:13]4([C:21]5[C:16](=[CH:17][CH:18]=[C:19]([O:22][CH3:23])[CH:20]=5)[NH:15][C:14]4=[O:24])[CH2:12]3)=[CH:8][CH:9]=2)[NH:4][N:3]=1.[C:25]([C:27]1[CH:34]=[CH:33][C:30]([CH:31]=[O:32])=[CH:29][CH:28]=1)#[CH:26].CN(C=O)C. The catalyst is Cl[Pd](Cl)([P](C1C=CC=CC=1)(C1C=CC=CC=1)C1C=CC=CC=1)[P](C1C=CC=CC=1)(C1C=CC=CC=1)C1C=CC=CC=1.[Cu]I.CCN(CC)CC. The product is [CH3:23][O:22][C:19]1[CH:20]=[C:21]2[C:16](=[CH:17][CH:18]=1)[NH:15][C:14](=[O:24])[C@:13]12[CH2:12][C@H:11]1[C:7]1[CH:6]=[C:5]2[C:10]([C:2]([C:26]#[C:25][C:27]3[CH:34]=[CH:33][C:30]([CH:31]=[O:32])=[CH:29][CH:28]=3)=[N:3][NH:4]2)=[CH:9][CH:8]=1. The yield is 0.630. (4) The reactants are [OH:1][C:2]1[C:10]2[C:5](=[CH:6][N:7]=[CH:8][CH:9]=2)[O:4][C:3]=1[C:11]([O-:13])=[O:12].N1[CH:19]=[CH:18]C=CC=1.[O:20](S(C(F)(F)F)(=O)=O)[S:21]([C:24]([F:27])([F:26])[F:25])(=O)=[O:22]. The product is [F:25][C:24]([F:27])([F:26])[S:21]([O:1][C:2]1[C:10]2[C:5](=[CH:6][N:7]=[CH:8][CH:9]=2)[O:4][C:3]=1[C:11]([O:13][CH2:18][CH3:19])=[O:12])(=[O:22])=[O:20]. The yield is 0.900. The catalyst is ClCCl. (5) The reactants are [Cl:1][C:2]1[CH:7]=[C:6]([NH2:8])[CH:5]=[C:4]([C:9]([F:12])([F:11])[F:10])[C:3]=1[NH2:13].Cl[CH2:15][CH2:16][O:17][CH2:18][CH2:19]Cl.[I-].[Na+]. The yield is 0.240. The product is [Cl:1][C:2]1[CH:7]=[C:6]([N:8]2[CH2:19][CH2:18][O:17][CH2:16][CH2:15]2)[CH:5]=[C:4]([C:9]([F:12])([F:11])[F:10])[C:3]=1[NH2:13]. The catalyst is C(#N)C. (6) The reactants are Br[C:2]1[CH:3]=[N:4][C:5]([C:8]([F:11])([F:10])[F:9])=[N:6][CH:7]=1.[C:12]([O:16][CH3:17])(=[O:15])[CH:13]=[CH2:14].C1(C)C=CC=CC=1P(C1C=CC=CC=1C)C1C=CC=CC=1C.O. The catalyst is CN(C=O)C.CC([O-])=O.CC([O-])=O.[Pd+2]. The product is [F:9][C:8]([F:11])([F:10])[C:5]1[N:4]=[CH:3][C:2](/[CH:14]=[CH:13]/[C:12]([O:16][CH3:17])=[O:15])=[CH:7][N:6]=1. The yield is 0.980. (7) The reactants are [OH:1][CH2:2][CH2:3][S:4]([O-:7])(=[O:6])=[O:5].[Na+:8].[C:9](OC(=O)C)(=[O:11])[CH3:10]. No catalyst specified. The product is [C:9]([O:1][CH2:2][CH2:3][S:4]([O-:7])(=[O:6])=[O:5])(=[O:11])[CH3:10].[Na+:8]. The yield is 0.910. (8) The reactants are [N:1]([C:10]1[CH:16]=[CH:15][C:13]([NH2:14])=[CH:12][CH:11]=1)=[N:2][C:3]1[CH:9]=[CH:8][C:6]([NH2:7])=[CH:5][CH:4]=1.[C:17](Cl)(=[O:24])[C:18]1[CH:23]=[CH:22][CH:21]=[CH:20][CH:19]=1.C(OCC)(=O)C. The catalyst is ClCCl. The product is [C:17]([NH:14][C:13]1[CH:15]=[CH:16][C:10]([N:1]=[N:2][C:3]2[CH:4]=[CH:5][C:6]([NH2:7])=[CH:8][CH:9]=2)=[CH:11][CH:12]=1)(=[O:24])[C:18]1[CH:23]=[CH:22][CH:21]=[CH:20][CH:19]=1. The yield is 0.540.